The task is: Predict the product of the given reaction.. This data is from Forward reaction prediction with 1.9M reactions from USPTO patents (1976-2016). (1) Given the reactants [C:1]([O:5][C:6]([N:8]1[CH2:13][CH2:12][C:11]([C:14]2[C:23]3[C:18](=[CH:19][CH:20]=[CH:21][CH:22]=3)[C:17]([NH2:24])=[CH:16][CH:15]=2)=[CH:10][CH2:9]1)=[O:7])([CH3:4])([CH3:3])[CH3:2], predict the reaction product. The product is: [C:1]([O:5][C:6]([N:8]1[CH2:9][CH2:10][CH:11]([C:14]2[C:23]3[C:18](=[CH:19][CH:20]=[CH:21][CH:22]=3)[C:17]([NH2:24])=[CH:16][CH:15]=2)[CH2:12][CH2:13]1)=[O:7])([CH3:4])([CH3:2])[CH3:3]. (2) Given the reactants [H-].[H-].[H-].[H-].[Li+].[Al+3].[Si:7]([O:14][C@H:15]1[C@H:19]2[O:20][CH2:21][CH:22]([CH2:23][C:24](OCC)=[O:25])[C@H:18]2[O:17][CH2:16]1)([C:10]([CH3:13])([CH3:12])[CH3:11])([CH3:9])[CH3:8], predict the reaction product. The product is: [Si:7]([O:14][C@H:15]1[C@H:19]2[O:20][CH2:21][CH:22]([CH2:23][CH2:24][OH:25])[C@H:18]2[O:17][CH2:16]1)([C:10]([CH3:13])([CH3:12])[CH3:11])([CH3:9])[CH3:8].